Dataset: NCI-60 drug combinations with 297,098 pairs across 59 cell lines. Task: Regression. Given two drug SMILES strings and cell line genomic features, predict the synergy score measuring deviation from expected non-interaction effect. (1) Drug 1: CC1=C(C(CCC1)(C)C)C=CC(=CC=CC(=CC(=O)O)C)C. Drug 2: CCC1=C2CN3C(=CC4=C(C3=O)COC(=O)C4(CC)O)C2=NC5=C1C=C(C=C5)O. Cell line: A549. Synergy scores: CSS=26.9, Synergy_ZIP=-5.14, Synergy_Bliss=0.739, Synergy_Loewe=-24.2, Synergy_HSA=3.05. (2) Drug 1: CCCS(=O)(=O)NC1=C(C(=C(C=C1)F)C(=O)C2=CNC3=C2C=C(C=N3)C4=CC=C(C=C4)Cl)F. Drug 2: C1=CC(=CC=C1CCCC(=O)O)N(CCCl)CCCl. Cell line: ACHN. Synergy scores: CSS=60.0, Synergy_ZIP=1.14, Synergy_Bliss=4.02, Synergy_Loewe=3.05, Synergy_HSA=4.68. (3) Drug 1: C1CN1C2=NC(=NC(=N2)N3CC3)N4CC4. Drug 2: C1=C(C(=O)NC(=O)N1)F. Cell line: SNB-75. Synergy scores: CSS=21.6, Synergy_ZIP=-11.3, Synergy_Bliss=-6.65, Synergy_Loewe=-4.25, Synergy_HSA=-0.897. (4) Drug 1: C1=CC(=CC=C1CCC2=CNC3=C2C(=O)NC(=N3)N)C(=O)NC(CCC(=O)O)C(=O)O. Drug 2: C1CN1P(=S)(N2CC2)N3CC3. Cell line: 786-0. Synergy scores: CSS=22.6, Synergy_ZIP=-7.54, Synergy_Bliss=0.464, Synergy_Loewe=-3.79, Synergy_HSA=3.58. (5) Drug 1: CC1=CC=C(C=C1)C2=CC(=NN2C3=CC=C(C=C3)S(=O)(=O)N)C(F)(F)F. Drug 2: CNC(=O)C1=NC=CC(=C1)OC2=CC=C(C=C2)NC(=O)NC3=CC(=C(C=C3)Cl)C(F)(F)F. Cell line: SNB-19. Synergy scores: CSS=-3.40, Synergy_ZIP=-0.170, Synergy_Bliss=-3.59, Synergy_Loewe=-1.56, Synergy_HSA=-3.91. (6) Drug 1: CC1CCC2CC(C(=CC=CC=CC(CC(C(=O)C(C(C(=CC(C(=O)CC(OC(=O)C3CCCCN3C(=O)C(=O)C1(O2)O)C(C)CC4CCC(C(C4)OC)O)C)C)O)OC)C)C)C)OC. Drug 2: CNC(=O)C1=NC=CC(=C1)OC2=CC=C(C=C2)NC(=O)NC3=CC(=C(C=C3)Cl)C(F)(F)F. Cell line: A498. Synergy scores: CSS=1.17, Synergy_ZIP=0.785, Synergy_Bliss=3.72, Synergy_Loewe=-0.270, Synergy_HSA=2.46. (7) Drug 1: CC1=C(C=C(C=C1)NC(=O)C2=CC=C(C=C2)CN3CCN(CC3)C)NC4=NC=CC(=N4)C5=CN=CC=C5. Drug 2: N.N.Cl[Pt+2]Cl. Cell line: HT29. Synergy scores: CSS=23.3, Synergy_ZIP=3.16, Synergy_Bliss=5.65, Synergy_Loewe=-9.69, Synergy_HSA=1.94.